This data is from Full USPTO retrosynthesis dataset with 1.9M reactions from patents (1976-2016). The task is: Predict the reactants needed to synthesize the given product. (1) Given the product [CH3:2][N:3]([CH3:4])[C:26](=[O:28])[CH2:25][CH2:24][C:21]1[NH:22][CH:23]=[C:19]([CH2:16][CH2:17][CH3:18])[CH:20]=1, predict the reactants needed to synthesize it. The reactants are: Cl.[CH3:2][NH:3][CH3:4].C[Al](C)C.C1(C)C=CC=CC=1.[CH2:16]([C:19]1[CH:20]=[C:21]([CH2:24][CH2:25][C:26]([O:28]CC)=O)[NH:22][CH:23]=1)[CH2:17][CH3:18]. (2) Given the product [Br:1][C:2]1[CH:3]=[C:4]([C:8]2[O:9][CH:22]=[N:21][CH:20]=2)[S:5][C:6]=1[CH3:7], predict the reactants needed to synthesize it. The reactants are: [Br:1][C:2]1[CH:3]=[C:4]([CH:8]=[O:9])[S:5][C:6]=1[CH3:7].CC1C=CC(S([CH2:20][N:21]=[CH2:22])(=O)=O)=CC=1.C(=O)([O-])[O-].[K+].[K+]. (3) Given the product [CH3:8][C:6]1[CH:5]=[C:4]([N:9]([C:10]2[S:11][CH:12]=[CH:13][N:14]=2)[C:20](=[O:21])[O:19][C:16]([CH3:18])([CH3:17])[CH3:15])[CH:3]=[C:2]([CH3:1])[CH:7]=1, predict the reactants needed to synthesize it. The reactants are: [CH3:1][C:2]1[CH:3]=[C:4]([NH:9][C:10]2[S:11][CH:12]=[CH:13][N:14]=2)[CH:5]=[C:6]([CH3:8])[CH:7]=1.[CH3:15][C:16]([O:19][C:20](O[C:20]([O:19][C:16]([CH3:18])([CH3:17])[CH3:15])=[O:21])=[O:21])([CH3:18])[CH3:17]. (4) The reactants are: [NH:1]1[C:9]2[C:4](=[N:5][CH:6]=[CH:7][CH:8]=2)[CH:3]=[CH:2]1.[CH2:10]([O:12][C:13](=[O:25])[C:14]1[CH:19]=[CH:18][C:17](F)=[CH:16][C:15]=1[O:21][CH2:22][O:23][CH3:24])[CH3:11].C(=O)([O-])[O-].[Cs+].[Cs+].O. Given the product [CH2:10]([O:12][C:13](=[O:25])[C:14]1[CH:19]=[CH:18][C:17]([N:1]2[C:9]3[C:4](=[N:5][CH:6]=[CH:7][CH:8]=3)[CH:3]=[CH:2]2)=[CH:16][C:15]=1[O:21][CH2:22][O:23][CH3:24])[CH3:11], predict the reactants needed to synthesize it. (5) Given the product [C:14]([O:17][C:5]1([N:10]=[O:11])[CH2:6][C:7]([CH3:9])([CH3:8])[N:2]([CH3:1])[C:3]([CH3:13])([CH3:12])[CH2:4]1)(=[O:16])[CH3:15], predict the reactants needed to synthesize it. The reactants are: [CH3:1][N:2]1[C:7]([CH3:9])([CH3:8])[CH2:6][C:5](=[N:10][OH:11])[CH2:4][C:3]1([CH3:13])[CH3:12].[C:14]([O-:17])(=[O:16])[CH3:15].[C:14]([O-:17])(=[O:16])[CH3:15].[C:14]([O-:17])(=[O:16])[CH3:15].[C:14]([O-:17])(=[O:16])[CH3:15].[Pb+4]. (6) Given the product [N:1]1[CH:2]=[CH:7][CH:6]=[N:5][CH:4]=1.[NH:5]1[CH2:6][CH2:7][CH2:2][CH2:3][CH2:4]1, predict the reactants needed to synthesize it. The reactants are: [NH2:1][CH:2]1[CH2:7][CH2:6][NH:5][CH2:4][CH2:3]1.C(=O)([O-])[O-].[K+].[K+]. (7) Given the product [CH3:1][O:2][C:3]1[CH:4]=[C:5]2[C:9](=[CH:10][CH:11]=1)[NH:8][C:7]([C:12]([N:21]1[CH2:22][CH2:23][CH:18]([CH2:17][C:16]([CH3:24])([OH:25])[CH3:15])[CH2:19][CH2:20]1)=[O:14])=[CH:6]2, predict the reactants needed to synthesize it. The reactants are: [CH3:1][O:2][C:3]1[CH:4]=[C:5]2[C:9](=[CH:10][CH:11]=1)[NH:8][C:7]([C:12]([OH:14])=O)=[CH:6]2.[CH3:15][C:16]([OH:25])([CH3:24])[CH2:17][CH:18]1[CH2:23][CH2:22][NH:21][CH2:20][CH2:19]1.Cl.C(N=C=NCCCN(C)C)C.ON1C2C=CC=CC=2N=N1.Cl.